Dataset: Full USPTO retrosynthesis dataset with 1.9M reactions from patents (1976-2016). Task: Predict the reactants needed to synthesize the given product. (1) Given the product [CH3:34][O:33][CH2:32][C@@H:31]([N:11]1[C:7]2[CH:6]=[CH:5][NH:4][C:3](=[O:2])[C:8]=2[C:9]([C:12]2[CH:13]=[C:14]([C:17]([NH2:19])=[O:18])[S:15][CH:16]=2)=[N:10]1)[CH2:35][CH3:36], predict the reactants needed to synthesize it. The reactants are: C[O:2][C:3]1[C:8]2[C:9]([C:12]3[CH:13]=[C:14]([C:17]([NH2:19])=[O:18])[S:15][CH:16]=3)=[N:10][NH:11][C:7]=2[CH:6]=[CH:5][N:4]=1.CC1C=CC(S(O[CH:31]([CH2:35][CH3:36])[CH2:32][O:33][CH3:34])(=O)=O)=CC=1. (2) Given the product [C:1]([O:5][C:6]([N:8]1[CH:13]([CH2:14][O:15][S:24]([CH3:23])(=[O:26])=[O:25])[CH2:12][CH:11]2[CH:9]1[CH2:10]2)=[O:7])([CH3:4])([CH3:3])[CH3:2], predict the reactants needed to synthesize it. The reactants are: [C:1]([O:5][C:6]([N:8]1[CH:13]([CH2:14][OH:15])[CH2:12][CH:11]2[CH:9]1[CH2:10]2)=[O:7])([CH3:4])([CH3:3])[CH3:2].C(N(CC)CC)C.[CH3:23][S:24](Cl)(=[O:26])=[O:25]. (3) Given the product [N+:22]([C:10]1[CH:11]=[C:12]([CH:15]=[CH:16][C:9]=1[NH:8][C:4]1[N:3]=[C:2]([Cl:1])[CH:7]=[CH:6][N:5]=1)[C:13]#[N:14])([O-:24])=[O:23], predict the reactants needed to synthesize it. The reactants are: [Cl:1][C:2]1[CH:7]=[CH:6][N:5]=[C:4]([NH:8][C:9]2[CH:16]=[CH:15][C:12]([C:13]#[N:14])=[CH:11][CH:10]=2)[N:3]=1.[B-](F)(F)(F)F.[N:22]([OH:24])=[O:23]. (4) Given the product [OH:15][C:11]1[CH:10]=[CH:9][C:8]2[N:7]3[CH2:23][CH2:24][NH:25][C:26](=[O:28])[C:6]3=[CH:14][C:13]=2[CH:12]=1, predict the reactants needed to synthesize it. The reactants are: C(OC([C:6]1[N:7]([CH2:23][CH2:24][NH:25][C:26]([O:28]C(C)(C)C)=O)[C:8]2[C:13]([CH:14]=1)=[CH:12][C:11]([O:15][Si](C(C)(C)C)(C)C)=[CH:10][CH:9]=2)=O)C.FC(F)(F)C(O)=O.C(=O)([O-])[O-].[K+].[K+].[F-].C([N+](CCCC)(CCCC)CCCC)CCC. (5) Given the product [O:1]1[C:5]2[CH:6]=[CH:7][CH:8]=[CH:9][C:4]=2[N:3]=[C:2]1[C:10]([C@@H:11]([NH:15][C:16]([C@@H:18]([NH:24][C:25]([N:27]1[CH2:32][CH2:31][O:30][CH2:29][CH2:28]1)=[O:26])[CH2:19][Si:20]([CH3:23])([CH3:22])[CH3:21])=[O:17])[CH2:12][CH2:13][CH3:14])=[O:33], predict the reactants needed to synthesize it. The reactants are: [O:1]1[C:5]2[CH:6]=[CH:7][CH:8]=[CH:9][C:4]=2[N:3]=[C:2]1[CH:10]([OH:33])[C@@H:11]([NH:15][C:16]([C@@H:18]([NH:24][C:25]([N:27]1[CH2:32][CH2:31][O:30][CH2:29][CH2:28]1)=[O:26])[CH2:19][Si:20]([CH3:23])([CH3:22])[CH3:21])=[O:17])[CH2:12][CH2:13][CH3:14].CC(OI1(OC(C)=O)(OC(C)=O)OC(=O)C2C=CC=CC1=2)=O.[O-]S([O-])(=S)=O.[Na+].[Na+].C([O-])(O)=O.[Na+]. (6) Given the product [N:24]1[CH:29]=[CH:28][C:27]([C:2]2[N:7]3[C:8](=[O:23])[N:9]([CH2:11][CH2:12][C:13]4[CH:22]=[CH:21][C:20]5[C:15](=[CH:16][CH:17]=[CH:18][CH:19]=5)[N:14]=4)[N:10]=[C:6]3[CH:5]=[CH:4][CH:3]=2)=[CH:26][CH:25]=1, predict the reactants needed to synthesize it. The reactants are: Br[C:2]1[N:7]2[C:8](=[O:23])[N:9]([CH2:11][CH2:12][C:13]3[CH:22]=[CH:21][C:20]4[C:15](=[CH:16][CH:17]=[CH:18][CH:19]=4)[N:14]=3)[N:10]=[C:6]2[CH:5]=[CH:4][CH:3]=1.[N:24]1[CH:29]=[CH:28][C:27](B(O)O)=[CH:26][CH:25]=1.C([O-])([O-])=O.[Cs+].[Cs+]. (7) Given the product [CH3:1][N:2]1[CH:6]([C:7]([O:9][C:10]([CH3:11])([CH3:13])[CH3:12])=[O:8])[CH2:5][N:4]([C:16]2[N:20]([CH3:21])[CH:19]=[N:18][CH:17]=2)[C:3]1=[O:14], predict the reactants needed to synthesize it. The reactants are: [CH3:1][N:2]1[CH:6]([C:7]([O:9][C:10]([CH3:13])([CH3:12])[CH3:11])=[O:8])[CH2:5][NH:4][C:3]1=[O:14].Br[C:16]1[N:20]([CH3:21])[CH:19]=[N:18][CH:17]=1.P([O-])([O-])([O-])=O.[K+].[K+].[K+].CN(C)[C@@H]1CCCC[C@H]1N. (8) Given the product [N:3]1[CH:8]=[CH:7][CH:6]=[N:5][C:4]=1[C:9]1[CH:10]=[C:11]([C:15]([OH:17])=[O:16])[CH:12]=[N:13][CH:14]=1, predict the reactants needed to synthesize it. The reactants are: [OH-].[Na+].[N:3]1[CH:8]=[CH:7][CH:6]=[N:5][C:4]=1[C:9]1[CH:10]=[C:11]([C:15]([O:17]C)=[O:16])[CH:12]=[N:13][CH:14]=1. (9) Given the product [Cl:1][CH2:2][CH2:3][O:4][N:9]([C:24](=[O:25])[CH3:23])[C:10]1[CH:20]=[CH:19][C:13]([C:14]([O:16][CH2:17][CH3:18])=[O:15])=[CH:12][C:11]=1[F:21], predict the reactants needed to synthesize it. The reactants are: [Cl:1][CH2:2][CH2:3][O:4]CC(Cl)=O.[NH2:9][C:10]1[CH:20]=[CH:19][C:13]([C:14]([O:16][CH2:17][CH3:18])=[O:15])=[CH:12][C:11]=1[F:21].C1C[O:25][CH2:24][CH2:23]1.